This data is from Full USPTO retrosynthesis dataset with 1.9M reactions from patents (1976-2016). The task is: Predict the reactants needed to synthesize the given product. (1) Given the product [F:25][CH:26]1[CH2:31][CH2:30][N:29]([CH:20]2[CH2:21][CH2:22][N:17]([C:13]3[CH:14]=[CH:15][CH:16]=[C:11]([C:3]4[N:2]([CH3:1])[C:6]5[CH:7]=[CH:8][CH:9]=[CH:10][C:5]=5[N:4]=4)[CH:12]=3)[CH2:18][CH2:19]2)[CH2:28][CH2:27]1, predict the reactants needed to synthesize it. The reactants are: [CH3:1][N:2]1[C:6]2[CH:7]=[CH:8][CH:9]=[CH:10][C:5]=2[N:4]=[C:3]1[C:11]1[CH:12]=[C:13]([N:17]2[CH2:22][CH2:21][C:20](=O)[CH2:19][CH2:18]2)[CH:14]=[CH:15][CH:16]=1.Cl.[F:25][CH:26]1[CH2:31][CH2:30][NH:29][CH2:28][CH2:27]1. (2) Given the product [NH2:37][C@H:35]1[CH2:36][C@H:34]1[NH:38][C:49]([C:44]1[NH:45][C:46]2[C:42]([CH:43]=1)=[CH:41][C:40]([Cl:39])=[CH:48][CH:47]=2)=[O:50], predict the reactants needed to synthesize it. The reactants are: O.ON1C2C=CC=CC=2N=N1.Cl.CN(C)CCCN=C=NCC.C(N(C(C)C)CC)(C)C.Cl.[C@@H:34]1([NH2:38])[CH2:36][C@@H:35]1[NH2:37].[Cl:39][C:40]1[CH:41]=[C:42]2[C:46](=[CH:47][CH:48]=1)[NH:45][C:44]([C:49](O)=[O:50])=[CH:43]2. (3) Given the product [NH2:1][C@H:2]([C:11]([NH:13][C@@H:14]([C:24]([OH:26])=[O:25])[CH2:15][S:16][CH2:17][C:18]1[CH:19]=[CH:20][CH:21]=[CH:22][CH:23]=1)=[O:12])[CH2:3][C:4](=[O:5])[OH:10], predict the reactants needed to synthesize it. The reactants are: [NH:1](C(OC(C)(C)C)=O)[C@H:2]([C:11]([NH:13][C@@H:14]([C:24]([OH:26])=[O:25])[CH2:15][S:16][CH2:17][C:18]1[CH:23]=[CH:22][CH:21]=[CH:20][CH:19]=1)=[O:12])[CH2:3][C:4](=[O:10])[O:5]C(C)(C)C.